This data is from Forward reaction prediction with 1.9M reactions from USPTO patents (1976-2016). The task is: Predict the product of the given reaction. (1) Given the reactants [Cl:1][C:2]1[CH:12]=[CH:11][C:5]([O:6][CH2:7][C:8]([OH:10])=[O:9])=[C:4]([CH2:13][N:14]2[CH2:19][CH2:18][N:17](S(CC3C=CC=CC=3)(=O)=O)[CH:16]([CH3:30])[CH2:15]2)[CH:3]=1.[C:31]1([CH2:37][C:38](Cl)=[O:39])[CH:36]=[CH:35][CH:34]=[CH:33][CH:32]=1, predict the reaction product. The product is: [Cl:1][C:2]1[CH:12]=[CH:11][C:5]([O:6][CH2:7][C:8]([OH:10])=[O:9])=[C:4]([CH2:13][N:14]2[CH2:19][CH2:18][N:17]([C:38](=[O:39])[CH2:37][C:31]3[CH:36]=[CH:35][CH:34]=[CH:33][CH:32]=3)[CH:16]([CH3:30])[CH2:15]2)[CH:3]=1. (2) Given the reactants [C:1]([O:4][CH2:5][C:6]([CH3:36])([CH3:35])[CH2:7][N:8]1[C:14]2[CH:15]=[CH:16][C:17]([Cl:19])=[CH:18][C:13]=2[C@@H:12]([C:20]2[CH:25]=[CH:24][CH:23]=[C:22]([O:26][CH3:27])[C:21]=2[O:28][CH3:29])[O:11][C@H:10]([CH2:30][C:31](O)=[O:32])[C:9]1=[O:34])(=[O:3])[CH3:2].C(N(CC)CC)C.ClC(OCC(C)C)=O.[NH2:52][C:53]1[S:54][C:55]([CH2:65][CH2:66][CH2:67][C:68]([O:70][CH2:71][CH3:72])=[O:69])=[C:56]([C:58]2[CH:63]=[CH:62][C:61]([Cl:64])=[CH:60][CH:59]=2)[N:57]=1.N1C=CC=CC=1, predict the reaction product. The product is: [C:1]([O:4][CH2:5][C:6]([CH3:36])([CH3:35])[CH2:7][N:8]1[C:14]2[CH:15]=[CH:16][C:17]([Cl:19])=[CH:18][C:13]=2[C@@H:12]([C:20]2[CH:25]=[CH:24][CH:23]=[C:22]([O:26][CH3:27])[C:21]=2[O:28][CH3:29])[O:11][C@H:10]([CH2:30][C:31]([NH:52][C:53]2[S:54][C:55]([CH2:65][CH2:66][CH2:67][C:68]([O:70][CH2:71][CH3:72])=[O:69])=[C:56]([C:58]3[CH:59]=[CH:60][C:61]([Cl:64])=[CH:62][CH:63]=3)[N:57]=2)=[O:32])[C:9]1=[O:34])(=[O:3])[CH3:2]. (3) Given the reactants [Br:1][C:2]1[C:7]2[N:8]([C:29]3[CH:34]=[CH:33][CH:32]=[CH:31][CH:30]=3)[C:9]([C@@H:11]([NH:13][C:14]3[N:22]=[CH:21][N:20]=[C:19]4[C:15]=3[N:16]=[CH:17][N:18]4C3CCCCO3)[CH3:12])=[N:10][C:6]=2[CH:5]=[CH:4][CH:3]=1, predict the reaction product. The product is: [Br:1][C:2]1[C:7]2[N:8]([C:29]3[CH:30]=[CH:31][CH:32]=[CH:33][CH:34]=3)[C:9]([C@@H:11]([NH:13][C:14]3[N:22]=[CH:21][N:20]=[C:19]4[C:15]=3[N:16]=[CH:17][NH:18]4)[CH3:12])=[N:10][C:6]=2[CH:5]=[CH:4][CH:3]=1. (4) The product is: [Br:11][C:6]1[S:5][C:4]([NH:7][C:8](=[O:10])[CH3:9])=[N:3][C:2]=1[CH3:1]. Given the reactants [CH3:1][C:2]1[N:3]=[C:4]([NH:7][C:8](=[O:10])[CH3:9])[S:5][CH:6]=1.[Br:11]N1C(=O)CCC1=O.O, predict the reaction product. (5) Given the reactants [CH:1]12[O:8][CH:5]([CH2:6][CH2:7]1)[CH2:4][N:3]([C:9]1[N:14]=[C:13]([C:15]3[CH:21]=[CH:20][C:18]([NH2:19])=[CH:17][CH:16]=3)[N:12]=[C:11]3[N:22]([CH:25]([CH3:27])[CH3:26])[N:23]=[CH:24][C:10]=13)[CH2:2]2.C(N(CC)CC)C.Cl[C:36](Cl)([O:38][C:39](=O)[O:40]C(Cl)(Cl)Cl)Cl.N(C1C=CC(C2N=C3N(C(C)C)N=CC3=C(N3CC4OC(CC4)C3)N=2)=CC=1)=C=O, predict the reaction product. The product is: [CH3:36][O:38][C:39](=[O:40])[NH:19][C:18]1[CH:20]=[CH:21][C:15]([C:13]2[N:12]=[C:11]3[N:22]([CH:25]([CH3:27])[CH3:26])[N:23]=[CH:24][C:10]3=[C:9]([N:3]3[CH2:2][CH:1]4[O:8][CH:5]([CH2:6][CH2:7]4)[CH2:4]3)[N:14]=2)=[CH:16][CH:17]=1. (6) Given the reactants [CH3:1][O:2][C:3]1[CH:4]=[C:5]([CH:17]=[CH:18][CH:19]=1)[CH2:6][N:7]1[C:12]([CH3:13])=[CH:11][C:10]([OH:14])=[C:9]([Cl:15])[C:8]1=[O:16].Br[CH2:21][C:22]1[CH:36]=[CH:35][C:34]([F:37])=[CH:33][C:23]=1[CH2:24][NH:25][C:26](=[O:32])[O:27][C:28]([CH3:31])([CH3:30])[CH3:29].C(=O)([O-])[O-].[K+].[K+], predict the reaction product. The product is: [CH3:1][O:2][C:3]1[CH:4]=[C:5]([CH:17]=[CH:18][CH:19]=1)[CH2:6][N:7]1[C:12]([CH3:13])=[CH:11][C:10]([O:14][CH2:21][C:22]2[CH:36]=[CH:35][C:34]([F:37])=[CH:33][C:23]=2[CH2:24][NH:25][C:26](=[O:32])[O:27][C:28]([CH3:31])([CH3:29])[CH3:30])=[C:9]([Cl:15])[C:8]1=[O:16]. (7) Given the reactants Cl[C:2]1[CH:7]=[C:6]([Cl:8])[N:5]=[N:4][C:3]=1[C:9]([O:11][CH3:12])=[O:10].[CH:13]1([C:17]2[N:22]=[C:21]([NH2:23])[CH:20]=[CH:19][CH:18]=2)[CH2:16][CH2:15][CH2:14]1, predict the reaction product. The product is: [Cl:8][C:6]1[N:5]=[N:4][C:3]([C:9]([O:11][CH3:12])=[O:10])=[C:2]([NH:23][C:21]2[CH:20]=[CH:19][CH:18]=[C:17]([CH:13]3[CH2:16][CH2:15][CH2:14]3)[N:22]=2)[CH:7]=1. (8) Given the reactants [OH:1][N:2]=[C:3]([C:5]1[S:9][C:8]([O:10][C:11]2[CH:16]=[CH:15][C:14]([O:17][CH:18]([CH3:20])[CH3:19])=[CH:13][CH:12]=2)=[N:7][CH:6]=1)[NH2:4].[O:21]=[C:22]1[C:30]2[C:25](=[CH:26][CH:27]=[CH:28][CH:29]=2)[C:24](=[O:31])[N:23]1[CH:32]([CH3:36])[C:33](Cl)=O.CO, predict the reaction product. The product is: [CH:18]([O:17][C:14]1[CH:15]=[CH:16][C:11]([O:10][C:8]2[S:9][C:5]([C:3]3[N:4]=[C:36]([CH:32]([N:23]4[C:24](=[O:31])[C:25]5[C:30](=[CH:29][CH:28]=[CH:27][CH:26]=5)[C:22]4=[O:21])[CH3:33])[O:1][N:2]=3)=[CH:6][N:7]=2)=[CH:12][CH:13]=1)([CH3:20])[CH3:19]. (9) Given the reactants [F:1][C:2]1[CH:3]=[C:4]2[C:8](=[CH:9][C:10]=1[F:11])[C:7](=O)[C:6](=[N:13]O)[CH2:5]2.Cl, predict the reaction product. The product is: [F:1][C:2]1[CH:3]=[C:4]2[C:8](=[CH:9][C:10]=1[F:11])[CH2:7][CH:6]([NH2:13])[CH2:5]2. (10) Given the reactants Cl[C:2]1[N:7]=[C:6]([S:8][CH3:9])[N:5]=[C:4]([NH2:10])[CH:3]=1.[NH:11]1[CH2:16][CH2:15][CH:14]([NH:17][C:18](=[O:24])[O:19][C:20]([CH3:23])([CH3:22])[CH3:21])[CH2:13][CH2:12]1, predict the reaction product. The product is: [NH2:10][C:4]1[N:5]=[C:6]([S:8][CH3:9])[N:7]=[C:2]([N:11]2[CH2:12][CH2:13][CH:14]([NH:17][C:18](=[O:24])[O:19][C:20]([CH3:21])([CH3:23])[CH3:22])[CH2:15][CH2:16]2)[CH:3]=1.